Predict the product of the given reaction. From a dataset of Forward reaction prediction with 1.9M reactions from USPTO patents (1976-2016). (1) The product is: [Br:12][C:13]1[CH:19]=[CH:18][C:16]([NH:17][C:2]2[S:3][C:4]3[CH:10]=[C:9]([Cl:11])[CH:8]=[CH:7][C:5]=3[N:6]=2)=[CH:15][CH:14]=1. Given the reactants Cl[C:2]1[S:3][C:4]2[CH:10]=[C:9]([Cl:11])[CH:8]=[CH:7][C:5]=2[N:6]=1.[Br:12][C:13]1[CH:19]=[CH:18][C:16]([NH2:17])=[CH:15][CH:14]=1.Cl, predict the reaction product. (2) Given the reactants FC(F)(F)C1C=CC(CBr)=CC=1.Cl.Cl[CH2:15][C:16]1[N:17]=[C:18]([CH3:21])[S:19][CH:20]=1.[CH3:22][C:23]1[N:24]=[C:25]([N:38]2[C:42](=[O:43])[NH:41][N:40]=[CH:39]2)[S:26][C:27]=1[C:28]([NH:30][CH2:31][C:32]1[CH:33]=[N:34][CH:35]=[CH:36][CH:37]=1)=[O:29], predict the reaction product. The product is: [CH3:22][C:23]1[N:24]=[C:25]([N:38]2[C:42](=[O:43])[N:41]([CH2:15][C:16]3[N:17]=[C:18]([CH3:21])[S:19][CH:20]=3)[N:40]=[CH:39]2)[S:26][C:27]=1[C:28]([NH:30][CH2:31][C:32]1[CH:33]=[N:34][CH:35]=[CH:36][CH:37]=1)=[O:29]. (3) Given the reactants [NH2:1][C:2]1[CH:30]=[CH:29][C:5]([O:6][C:7]2[CH:12]=[CH:11][N:10]=[C:9]([NH:13][C:14]([N:16]3[CH2:21][CH2:20][CH:19]([N:22]4[CH2:27][CH2:26][N:25]([CH3:28])[CH2:24][CH2:23]4)[CH2:18][CH2:17]3)=[O:15])[CH:8]=2)=[CH:4][CH:3]=1.[F:31][C:32]1[CH:37]=[CH:36][C:35]([CH2:38][C:39]([N:41]=[C:42]=[O:43])=[O:40])=[CH:34][CH:33]=1, predict the reaction product. The product is: [F:31][C:32]1[CH:33]=[CH:34][C:35]([CH2:38][C:39]([NH:41][C:42](=[O:43])[NH:1][C:2]2[CH:3]=[CH:4][C:5]([O:6][C:7]3[CH:12]=[CH:11][N:10]=[C:9]([NH:13][C:14]([N:16]4[CH2:17][CH2:18][CH:19]([N:22]5[CH2:23][CH2:24][N:25]([CH3:28])[CH2:26][CH2:27]5)[CH2:20][CH2:21]4)=[O:15])[CH:8]=3)=[CH:29][CH:30]=2)=[O:40])=[CH:36][CH:37]=1.